Dataset: Reaction yield outcomes from USPTO patents with 853,638 reactions. Task: Predict the reaction yield, written as a fraction of the theoretical maximum amount of product (1.0 means a 100% yield; for example, 0.34 means a 34% yield). (1) The reactants are [OH:1][CH2:2][C:3]1[CH:48]=[CH:47][CH:46]=[CH:45][C:4]=1[C:5]([O:7][C@:8]([C:37]1[CH:42]=[CH:41][C:40]([F:43])=[CH:39][C:38]=1[F:44])([CH2:31][N:32]1[CH:36]=[N:35][CH:34]=[N:33]1)[C@H:9]([S:11][C@@H:12]1[CH2:17][O:16][C@@H:15](/[CH:18]=[CH:19]/[CH:20]=[CH:21]/[C:22]2[CH:27]=[CH:26][C:25]([C:28]#[N:29])=[CH:24][C:23]=2[F:30])[O:14][CH2:13]1)[CH3:10])=[O:6].N1C=NN=N1.[CH2:54]([O:57][P:58]([O:66][CH2:67][CH:68]=[CH2:69])N(C(C)C)C(C)C)[CH:55]=[CH2:56].C([OH:73])C=C.C(OO)(C)(C)C.C(=O)([O-])O.[Na+].S([O-])([O-])(=O)=S.[Na+].[Na+]. The catalyst is ClCCl.C(#N)C.CCCCCC.C(OCC)(=O)C. The product is [CH2:67]([O:66][P:58]([O:1][CH2:2][C:3]1[CH:48]=[CH:47][CH:46]=[CH:45][C:4]=1[C:5]([O:7][C@:8]([C:37]1[CH:42]=[CH:41][C:40]([F:43])=[CH:39][C:38]=1[F:44])([CH2:31][N:32]1[CH:36]=[N:35][CH:34]=[N:33]1)[C@H:9]([S:11][C@@H:12]1[CH2:17][O:16][C@@H:15](/[CH:18]=[CH:19]/[CH:20]=[CH:21]/[C:22]2[CH:27]=[CH:26][C:25]([C:28]#[N:29])=[CH:24][C:23]=2[F:30])[O:14][CH2:13]1)[CH3:10])=[O:6])([O:57][CH2:54][CH:55]=[CH2:56])=[O:73])[CH:68]=[CH2:69]. The yield is 0.540. (2) The reactants are Cl.[Br:2][C:3]1[CH:4]=[C:5]2[C:10](=[CH:11][CH:12]=1)[CH:9]=[C:8]([S:13]([C:16]1[CH:21]=[CH:20][C:19]([C:22]([CH:24]3[CH2:29][CH2:28][NH:27][CH2:26][CH2:25]3)=[O:23])=[CH:18][CH:17]=1)(=[O:15])=[O:14])[CH:7]=[CH:6]2.Cl[C:31]1[CH:32]=[CH:33][C:34](=[O:38])[N:35]([CH3:37])[N:36]=1.C(N(CC)CC)C. The catalyst is C(O)C.O. The product is [Br:2][C:3]1[CH:4]=[C:5]2[C:10](=[CH:11][CH:12]=1)[CH:9]=[C:8]([S:13]([C:16]1[CH:17]=[CH:18][C:19]([C:22]([CH:24]3[CH2:25][CH2:26][N:27]([C:31]4[CH:32]=[CH:33][C:34](=[O:38])[N:35]([CH3:37])[N:36]=4)[CH2:28][CH2:29]3)=[O:23])=[CH:20][CH:21]=1)(=[O:15])=[O:14])[CH:7]=[CH:6]2. The yield is 0.270. (3) The reactants are [F:1][C:2](=[C:10]([F:12])[F:11])[CH2:3][CH2:4][CH:5]([C:8]#[N:9])[C:6]#[N:7].[H-].[Na+].Br[CH2:16][C:17]1[CH:22]=[CH:21][C:20]([C:23]#[N:24])=[CH:19][CH:18]=1. The catalyst is CN(C)C=O. The product is [C:23]([C:20]1[CH:21]=[CH:22][C:17]([CH2:16][C:5]([CH2:4][CH2:3][C:2]([F:1])=[C:10]([F:11])[F:12])([C:6]#[N:7])[C:8]#[N:9])=[CH:18][CH:19]=1)#[N:24]. The yield is 0.630. (4) The reactants are COC(C1C=C(NS(C2C=CC(C)=CC=2)(=O)=O)C2C(=C(OCC3C=CC=CC=3)C=CC=2)N=1)=O.[CH3:34][O:35][C:36]([C:38]1[CH:47]=[C:46]([C:48]#[C:49][CH2:50][O:51]CC2C=CC=CC=2)[C:45]2[C:40](=[C:41]([N+:59]([O-])=O)[CH:42]=[CH:43][CH:44]=2)[N:39]=1)=[O:37]. No catalyst specified. The product is [CH3:34][O:35][C:36]([C:38]1[CH:47]=[C:46]([CH2:48][CH2:49][CH2:50][OH:51])[C:45]2[C:40](=[C:41]([NH2:59])[CH:42]=[CH:43][CH:44]=2)[N:39]=1)=[O:37]. The yield is 0.480. (5) The reactants are Cl.[F:2][CH2:3][CH:4]([N:7]1[CH2:11][C@@H:10]([C:12]2[CH:17]=[CH:16][CH:15]=[CH:14][CH:13]=2)[C@H:9]([NH2:18])[CH2:8]1)[CH2:5][F:6].[C:19]1([N:25]2[C:29]([NH:30][C:31](=O)[O:32]C3C=CC=CC=3)=[C:28]3[CH2:40][CH2:41][CH2:42][C:27]3=[N:26]2)[CH:24]=[CH:23][CH:22]=[CH:21][CH:20]=1.CCN(C(C)C)C(C)C. The catalyst is CN(C=O)C. The product is [F:6][CH2:5][CH:4]([N:7]1[CH2:11][C@@H:10]([C:12]2[CH:17]=[CH:16][CH:15]=[CH:14][CH:13]=2)[C@H:9]([NH:18][C:31]([NH:30][C:29]2[N:25]([C:19]3[CH:20]=[CH:21][CH:22]=[CH:23][CH:24]=3)[N:26]=[C:27]3[CH2:42][CH2:41][CH2:40][C:28]=23)=[O:32])[CH2:8]1)[CH2:3][F:2]. The yield is 0.806. (6) The reactants are C([O:3][C:4](=[O:35])[C:5]([CH3:34])([O:23][C:24]1[CH:29]=[CH:28][C:27]([C:30]([F:33])([F:32])[F:31])=[CH:26][CH:25]=1)[CH2:6][C:7]1[CH:12]=[CH:11][C:10]([O:13][CH2:14][CH2:15][CH:16]2[CH2:20][NH:19][C:18](=[O:21])[N:17]2[CH3:22])=[CH:9][CH:8]=1)C.[H-].[Na+].Br[CH2:39][C:40]1[CH:49]=[CH:48][C:47]2[C:42](=[CH:43][CH:44]=[CH:45][CH:46]=2)[CH:41]=1. The catalyst is CN(C=O)C.CCOCC.Cl. The product is [CH3:34][C:5]([O:23][C:24]1[CH:29]=[CH:28][C:27]([C:30]([F:33])([F:31])[F:32])=[CH:26][CH:25]=1)([CH2:6][C:7]1[CH:8]=[CH:9][C:10]([O:13][CH2:14][CH2:15][CH:16]2[CH2:20][N:19]([CH2:39][C:40]3[CH:49]=[CH:48][C:47]4[C:42](=[CH:43][CH:44]=[CH:45][CH:46]=4)[CH:41]=3)[C:18](=[O:21])[N:17]2[CH3:22])=[CH:11][CH:12]=1)[C:4]([OH:3])=[O:35]. The yield is 0.510. (7) The reactants are O=[CH:2][CH2:3][C:4]1([C:17]2[CH:22]=[CH:21][CH:20]=[CH:19][CH:18]=2)[O:9][CH2:8][CH2:7][N:6]([C:10]([O:12][C:13]([CH3:16])([CH3:15])[CH3:14])=[O:11])[CH2:5]1.Cl.Cl.[C@@H:25]12[NH:32][C@@H:29]([CH2:30][CH2:31]1)[CH2:28][CH:27]([N:33]1[C:37]3[CH:38]=[CH:39][CH:40]=[CH:41][C:36]=3[N:35]=[C:34]1[CH3:42])[CH2:26]2.C(N(C(C)C)CC)(C)C.C(O[BH-](OC(=O)C)OC(=O)C)(=O)C.[Na+]. The catalyst is C(Cl)Cl. The product is [CH3:42][C:34]1[N:33]([CH:27]2[CH2:28][C@H:29]3[N:32]([CH2:2][CH2:3][C:4]4([C:17]5[CH:18]=[CH:19][CH:20]=[CH:21][CH:22]=5)[O:9][CH2:8][CH2:7][N:6]([C:10]([O:12][C:13]([CH3:16])([CH3:15])[CH3:14])=[O:11])[CH2:5]4)[C@H:25]([CH2:31][CH2:30]3)[CH2:26]2)[C:37]2[CH:38]=[CH:39][CH:40]=[CH:41][C:36]=2[N:35]=1. The yield is 0.840. (8) The reactants are [OH:1][CH:2]1[CH:7]([NH:8][C:9](=[O:15])[O:10][C:11]([CH3:14])([CH3:13])[CH3:12])[CH:6]=[C:5]([C:16]2[CH:21]=[CH:20][N:19]=[CH:18][C:17]=2[N+:22]([O-:24])=[O:23])[CH2:4][CH:3]1[CH3:25].C(N(CC)CC)C.[CH3:33][S:34](Cl)(=[O:36])=[O:35].O. The catalyst is C(Cl)Cl. The product is [CH3:33][S:34]([O:1][CH:2]1[CH:3]([CH3:25])[CH2:4][C:5]([C:16]2[CH:21]=[CH:20][N:19]=[CH:18][C:17]=2[N+:22]([O-:24])=[O:23])=[CH:6][CH:7]1[NH:8][C:9]([O:10][C:11]([CH3:12])([CH3:13])[CH3:14])=[O:15])(=[O:36])=[O:35]. The yield is 0.650.